Dataset: Full USPTO retrosynthesis dataset with 1.9M reactions from patents (1976-2016). Task: Predict the reactants needed to synthesize the given product. (1) The reactants are: Cl[C:2]1[C:12]([N+:13]([O-:15])=[O:14])=[CH:11][C:10]([C:16]([F:19])([F:18])[F:17])=[CH:9][C:3]=1[C:4]([O:6][CH2:7][CH3:8])=[O:5].[NH:20]1[CH2:25][CH2:24][CH2:23][CH2:22][CH2:21]1.O. Given the product [N+:13]([C:12]1[C:2]([N:20]2[CH2:25][CH2:24][CH2:23][CH2:22][CH2:21]2)=[C:3]([CH:9]=[C:10]([C:16]([F:19])([F:18])[F:17])[CH:11]=1)[C:4]([O:6][CH2:7][CH3:8])=[O:5])([O-:15])=[O:14], predict the reactants needed to synthesize it. (2) Given the product [CH:15]1([N:20]2[CH2:21][CH2:22][N:23]([C:10]([C@@H:8]3[CH2:9][C@H:7]3[C:1]3[CH:6]=[CH:5][CH:4]=[CH:3][CH:2]=3)=[O:11])[CH2:24][CH2:25]2)[CH2:16][CH2:17][CH2:18][CH2:19]1, predict the reactants needed to synthesize it. The reactants are: [C:1]1([C@@H:7]2[CH2:9][C@H:8]2[C:10](Cl)=[O:11])[CH:6]=[CH:5][CH:4]=[CH:3][CH:2]=1.Cl.Cl.[CH:15]1([N:20]2[CH2:25][CH2:24][NH:23][CH2:22][CH2:21]2)[CH2:19][CH2:18][CH2:17][CH2:16]1. (3) Given the product [NH2:23][C:20]1[N:21]=[CH:22][C:17]([C:3]2[CH:4]=[CH:5][C:6]([C:25]3[CH:30]=[CH:29][CH:28]=[CH:27][C:26]=3[S:31]([N:34]3[CH2:35][CH2:36][CH:37]([OH:40])[CH2:38][CH2:39]3)(=[O:33])=[O:32])=[CH:7][C:2]=2[F:1])=[N:18][CH:19]=1, predict the reactants needed to synthesize it. The reactants are: [F:1][C:2]1[CH:7]=[C:6](B2OC(C)(C)C(C)(C)O2)[CH:5]=[CH:4][C:3]=1[C:17]1[N:18]=[CH:19][C:20]([NH2:23])=[N:21][CH:22]=1.Br[C:25]1[CH:30]=[CH:29][CH:28]=[CH:27][C:26]=1[S:31]([N:34]1[CH2:39][CH2:38][CH:37]([OH:40])[CH2:36][CH2:35]1)(=[O:33])=[O:32]. (4) Given the product [C:1]1([CH2:7][CH2:8][CH2:9][CH2:10][C:11]([Cl:17])=[O:13])[CH:6]=[CH:5][CH:4]=[CH:3][CH:2]=1, predict the reactants needed to synthesize it. The reactants are: [C:1]1([CH2:7][CH2:8][CH2:9][CH2:10][C:11]([OH:13])=O)[CH:6]=[CH:5][CH:4]=[CH:3][CH:2]=1.C(Cl)(=O)C([Cl:17])=O. (5) Given the product [C:48]([N:8]1[CH2:9][CH2:10][N:5]([C:11]2[CH:16]=[CH:15][C:14]([NH:17][C:18]([N:20]3[CH2:28][C:27]4[C:22](=[CH:23][CH:24]=[CH:25][CH:26]=4)[CH2:21]3)=[O:19])=[CH:13][CH:12]=2)[CH2:6][CH2:7]1)(=[O:53])[C:45]1[CH:46]=[CH:47][CH:42]=[CH:43][CH:44]=1, predict the reactants needed to synthesize it. The reactants are: C(Cl)(=O)C.[N:5]1([C:11]2[CH:16]=[CH:15][C:14]([NH:17][C:18]([N:20]3[CH2:28][C:27]4[C:22](=[CH:23][CH:24]=[CH:25][CH:26]=4)[CH2:21]3)=[O:19])=[CH:13][CH:12]=2)[CH2:10][CH2:9][NH:8][CH2:7][CH2:6]1.NC1C=C2C(=CC=1)CN(C(N[C:42]1[CH:47]=[CH:46][C:45]([C:48](=[O:53])NCCC)=[CH:44][CH:43]=1)=O)C2. (6) The reactants are: O.O.[Br:3][C:4]1[CH:9]=[CH:8][C:7]([S:10]([O-:12])=[O:11])=[CH:6][CH:5]=1.[Na+].[C:14](#[N:17])[CH:15]=[CH2:16].C(O)(=O)C. Given the product [Br:3][C:4]1[CH:9]=[CH:8][C:7]([S:10]([CH2:16][CH2:15][C:14]#[N:17])(=[O:12])=[O:11])=[CH:6][CH:5]=1, predict the reactants needed to synthesize it.